Dataset: Full USPTO retrosynthesis dataset with 1.9M reactions from patents (1976-2016). Task: Predict the reactants needed to synthesize the given product. (1) Given the product [CH3:31][O:32][C:33]1[CH:38]=[CH:37][C:36]([Cl:39])=[CH:35][C:34]=1[C:7]1[C:12]2[O:13][CH:14]([CH2:17][O:18][S:19]([C:22]3[CH:23]=[CH:24][C:25]([CH3:28])=[CH:26][CH:27]=3)(=[O:20])=[O:21])[CH2:15][O:16][C:11]=2[CH:10]=[CH:9][CH:8]=1, predict the reactants needed to synthesize it. The reactants are: FC(F)(F)S(O[C:7]1[C:12]2[O:13][CH:14]([CH2:17][O:18][S:19]([C:22]3[CH:27]=[CH:26][C:25]([CH3:28])=[CH:24][CH:23]=3)(=[O:21])=[O:20])[CH2:15][O:16][C:11]=2[CH:10]=[CH:9][CH:8]=1)(=O)=O.[CH3:31][O:32][C:33]1[CH:38]=[CH:37][C:36]([Cl:39])=[CH:35][C:34]=1B(O)O. (2) Given the product [CH2:11]([N:18]1[C:6](=[O:7])[C@H:4]([OH:5])[C@@H:2]([OH:3])[C:1]1=[O:10])[C:12]1[CH:17]=[CH:16][CH:15]=[CH:14][CH:13]=1, predict the reactants needed to synthesize it. The reactants are: [C:1]([OH:10])(=O)[C@@H:2]([C@H:4]([C:6](O)=[O:7])[OH:5])[OH:3].[CH2:11]([NH2:18])[C:12]1[CH:17]=[CH:16][CH:15]=[CH:14][CH:13]=1. (3) Given the product [NH2:1][C:2]1[N:10]=[C:9]2[C:5]([N:6]=[CH:7][N:8]2[CH2:11][O:12][CH2:13][CH2:14][O:15][P:18]([Cl:21])([Cl:20])=[O:19])=[C:4]([O:16][CH3:17])[N:3]=1, predict the reactants needed to synthesize it. The reactants are: [NH2:1][C:2]1[N:10]=[C:9]2[C:5]([N:6]=[CH:7][N:8]2[CH2:11][O:12][CH2:13][CH2:14][OH:15])=[C:4]([O:16][CH3:17])[N:3]=1.[P:18](Cl)([Cl:21])([Cl:20])=[O:19]. (4) Given the product [Cl:26][C:22]1[C:21]([O:1][C:2]2[CH:17]=[CH:16][C:5]([CH2:6][CH2:7][NH:8][C:9](=[O:15])[O:10][C:11]([CH3:14])([CH3:12])[CH3:13])=[CH:4][CH:3]=2)=[N:20][C:19]([Cl:18])=[C:24]([Cl:25])[CH:23]=1, predict the reactants needed to synthesize it. The reactants are: [OH:1][C:2]1[CH:17]=[CH:16][C:5]([CH2:6][CH2:7][NH:8][C:9](=[O:15])[O:10][C:11]([CH3:14])([CH3:13])[CH3:12])=[CH:4][CH:3]=1.[Cl:18][C:19]1[C:24]([Cl:25])=[CH:23][C:22]([Cl:26])=[C:21](Cl)[N:20]=1.C(=O)([O-])[O-].[K+].[K+]. (5) The reactants are: [C:1]([C:3]1[CH:4]=[C:5](B(O)O)[CH:6]=[CH:7][CH:8]=1)#[N:2].[Cl-].[Li+].C(=O)([O-])[O-].[Na+].[Na+].CO[CH2:22][CH2:23]OC. Given the product [NH:2]1[CH2:23][CH2:22][CH:8]([C:5]2[CH:4]=[C:3]([CH:8]=[CH:7][CH:6]=2)[C:1]#[N:2])[CH2:3][CH2:1]1, predict the reactants needed to synthesize it. (6) Given the product [ClH:21].[CH:15]1([N:14]([CH:11]2[CH2:12][CH2:13][NH:8][CH2:9][CH2:10]2)[C:18](=[O:20])[CH3:19])[CH2:17][CH2:16]1, predict the reactants needed to synthesize it. The reactants are: C(OC([N:8]1[CH2:13][CH2:12][CH:11]([N:14]([C:18](=[O:20])[CH3:19])[CH:15]2[CH2:17][CH2:16]2)[CH2:10][CH2:9]1)=O)(C)(C)C.[ClH:21].